From a dataset of Full USPTO retrosynthesis dataset with 1.9M reactions from patents (1976-2016). Predict the reactants needed to synthesize the given product. The reactants are: [CH3:1][O:2][C:3]1[CH:20]=[CH:19][C:18]2[C@@H:17]3[C@H:8]([C@H:9]4[C@:13]([CH2:15][CH2:16]3)([CH3:14])[CH:12]=[CH:11][CH2:10]4)[CH2:7][CH2:6][C:5]=2[CH:4]=1.C12BC(CCC1)CCC2.[OH-:30].[Na+].OO. Given the product [CH3:1][O:2][C:3]1[CH:20]=[CH:19][C:18]2[C@@H:17]3[C@H:8]([C@H:9]4[C@:13]([CH2:15][CH2:16]3)([CH3:14])[CH2:12][C@H:11]([OH:30])[CH2:10]4)[CH2:7][CH2:6][C:5]=2[CH:4]=1, predict the reactants needed to synthesize it.